From a dataset of Catalyst prediction with 721,799 reactions and 888 catalyst types from USPTO. Predict which catalyst facilitates the given reaction. (1) Reactant: [Br:1][C:2]1[CH:3]=[CH:4][C:5]([OH:11])=[C:6]([C:8](=[O:10])[CH3:9])[CH:7]=1.[CH3:12][O:13][C:14]1[CH:15]=[C:16]([CH:19]=[CH:20][CH:21]=1)[CH:17]=O. Product: [Br:1][C:2]1[CH:7]=[C:6]2[C:5](=[CH:4][CH:3]=1)[O:11][CH:17]([C:16]1[CH:19]=[CH:20][CH:21]=[C:14]([O:13][CH3:12])[CH:15]=1)[CH2:9][C:8]2=[O:10]. The catalyst class is: 40. (2) Reactant: Cl[C:2]1[CH:7]=[CH:6][N:5]2[N:8]=[CH:9][C:10]([C:11]([O:13][CH2:14][CH3:15])=[O:12])=[C:4]2[N:3]=1.Cl.Cl.[F:18][C:19]1[CH:20]=[C:21]([C@H:27]2[CH2:31][CH2:30][CH2:29][NH:28]2)[C:22]([O:25][CH3:26])=[N:23][CH:24]=1.C(N(C(C)C)CC)(C)C.C(O)CCC. Product: [F:18][C:19]1[CH:20]=[C:21]([C@H:27]2[CH2:31][CH2:30][CH2:29][N:28]2[C:2]2[CH:7]=[CH:6][N:5]3[N:8]=[CH:9][C:10]([C:11]([O:13][CH2:14][CH3:15])=[O:12])=[C:4]3[N:3]=2)[C:22]([O:25][CH3:26])=[N:23][CH:24]=1. The catalyst class is: 25.